From a dataset of Peptide-MHC class II binding affinity with 134,281 pairs from IEDB. Regression. Given a peptide amino acid sequence and an MHC pseudo amino acid sequence, predict their binding affinity value. This is MHC class II binding data. (1) The peptide sequence is VHAQTVEDEARRMWA. The MHC is DRB1_0701 with pseudo-sequence DRB1_0701. The binding affinity (normalized) is 0.0752. (2) The peptide sequence is YDKFLANTSTVLTGK. The MHC is DRB1_1302 with pseudo-sequence DRB1_1302. The binding affinity (normalized) is 0.813. (3) The peptide sequence is YKYVKQNTLKLATHHHHHH. The MHC is DRB1_1101 with pseudo-sequence DRB1_1101. The binding affinity (normalized) is 1.00. (4) The peptide sequence is VEVWQGLALLSEAVL. The MHC is DRB1_0101 with pseudo-sequence DRB1_0101. The binding affinity (normalized) is 0.578. (5) The peptide sequence is TIKQKKPDFILATDI. The MHC is DRB1_1301 with pseudo-sequence DRB1_1301. The binding affinity (normalized) is 0.472.